Dataset: Catalyst prediction with 721,799 reactions and 888 catalyst types from USPTO. Task: Predict which catalyst facilitates the given reaction. (1) Reactant: C([O:4][CH2:5][C@H:6]1[O:11][C:10]([CH3:13])([CH3:12])[O:9][C@@H:8]([CH2:14][C:15]([O:17][CH2:18]C)=[O:16])[CH2:7]1)(=O)C.C(=O)([O-])[O-].[K+].[K+]. Product: [OH:4][CH2:5][C@H:6]1[O:11][C:10]([CH3:12])([CH3:13])[O:9][C@@H:8]([CH2:14][C:15]([O:17][CH3:18])=[O:16])[CH2:7]1. The catalyst class is: 5. (2) Reactant: C[O:2][C:3]([C@@H:5]1[CH2:7][C@H:6]1[C:8]1[CH:13]=[CH:12][CH:11]=[C:10]([Cl:14])[CH:9]=1)=[O:4].[OH-].[Na+]. Product: [Cl:14][C:10]1[CH:9]=[C:8]([CH:6]2[CH2:7][CH:5]2[C:3]([OH:4])=[O:2])[CH:13]=[CH:12][CH:11]=1. The catalyst class is: 5. (3) Reactant: CC1C=CC([C:6]([O-])=[O:7])=CC=1.[CH3:11][C@H:12]1[N:17]([CH2:18][C:19]([F:22])([F:21])[F:20])[C:16](=[O:23])[C@@H:15]([NH3+:24])[CH2:14][C@H:13]1[C:25]1[CH:30]=[CH:29][CH:28]=[CH:27][C:26]=1[CH3:31].[O-:32]P([O-])([O-])=O.[K+].[K+].[K+].[CH:40]1[CH:41]=[CH:42][C:43]2N(O)N=[N:46][C:44]=2[CH:45]=1.[CH3:50][CH2:51][N:52]=[C:53]=[N:54][CH2:55][CH2:56][CH2:57]N(C)C.Cl.[CH3:62][C:63]#N. Product: [CH3:11][C@H:12]1[N:17]([CH2:18][C:19]([F:21])([F:22])[F:20])[C:16](=[O:23])[C@@H:15]([NH:24][C:6]([C:41]2[CH:42]=[C:43]3[CH2:57][C@@:56]4([C:63]5[C:53](=[N:52][CH:51]=[CH:50][CH:62]=5)[NH:54][C:55]4=[O:32])[CH2:45][C:44]3=[N:46][CH:40]=2)=[O:7])[CH2:14][C@H:13]1[C:25]1[CH:30]=[CH:29][CH:28]=[CH:27][C:26]=1[CH3:31]. The catalyst class is: 6. (4) Reactant: [CH3:1][N:2]([CH3:25])[C:3]1[CH:4]=[C:5]2[C:10](=[CH:11][CH:12]=1)[CH:9]=[C:8]1[CH2:13][CH2:14][C:15](=[O:16])[C:7]1=[C:6]2[C:17]1[CH:24]=[CH:23][C:20]([CH:21]=O)=[CH:19][CH:18]=1.[C:26](=O)([O-])[O-].[K+].[K+].C/C(/[O-])=C(/P(OC)(OC)=O)\[N+]#N. Product: [CH3:1][N:2]([CH3:25])[C:3]1[CH:4]=[C:5]2[C:10]([CH:9]=[C:8]3[CH2:13][CH2:14][C:15](=[O:16])[C:7]3=[C:6]2[C:17]2[CH:18]=[CH:19][C:20]([C:21]#[CH:26])=[CH:23][CH:24]=2)=[CH:11][CH:12]=1. The catalyst class is: 5. (5) Product: [Br:1][C:2]1[C:6]([Cl:7])=[C:5]([CH3:8])[NH:4][C:3]=1[C:9]([NH:11][C@@H:12]1[CH2:17][CH2:16][N:15]([C:30]2[S:31][C:32]([C:41]([O:43][CH2:44][CH3:45])=[O:42])=[C:33]([C:35]3[N:39]([CH3:40])[N:38]=[CH:37][N:36]=3)[N:34]=2)[CH2:14][C@@H:13]1[O:18][CH3:19])=[O:10]. The catalyst class is: 3. Reactant: [Br:1][C:2]1[C:6]([Cl:7])=[C:5]([CH3:8])[NH:4][C:3]=1[C:9]([NH:11][C@@H:12]1[CH2:17][CH2:16][NH:15][CH2:14][C@@H:13]1[O:18][CH3:19])=[O:10].CCN(C(C)C)C(C)C.Cl[C:30]1[S:31][C:32]([C:41]([O:43][CH2:44][CH3:45])=[O:42])=[C:33]([C:35]2[N:39]([CH3:40])[N:38]=[CH:37][N:36]=2)[N:34]=1. (6) Product: [C:1]([O:4][CH2:5][C:6]1[C:11]([N:12]2[C:24](=[O:25])[C:23]3[N:15]([C:16]4[CH:17]5[CH2:26][CH:20]([C:21]=4[CH:22]=3)[CH2:19][CH2:18]5)[CH2:14][CH2:13]2)=[CH:10][C:9]([F:27])=[CH:8][C:7]=1[C:34]1[CH:33]=[C:32]([NH:45][C:46]2[CH:51]=[CH:50][N:49]=[CH:48][N:47]=2)[C:31](=[O:52])[N:30]([CH3:29])[CH:35]=1)(=[O:3])[CH3:2]. The catalyst class is: 710. Reactant: [C:1]([O:4][CH2:5][C:6]1[C:11]([N:12]2[C:24](=[O:25])[C:23]3[N:15]([C:16]4[CH:17]5[CH2:26][CH:20]([C:21]=4[CH:22]=3)[CH2:19][CH2:18]5)[CH2:14][CH2:13]2)=[CH:10][C:9]([F:27])=[CH:8][C:7]=1Br)(=[O:3])[CH3:2].[CH3:29][N:30]1[CH:35]=[C:34](B2OC(C)(C)C(C)(C)O2)[CH:33]=[C:32]([NH:45][C:46]2[CH:51]=[CH:50][N:49]=[CH:48][N:47]=2)[C:31]1=[O:52].C([O-])([O-])=O.[Na+].[Na+]. (7) Reactant: [NH2:1][C@H:2]1[CH2:7][CH2:6][C@H:5]([OH:8])[CH2:4][CH2:3]1.[H-].[Na+].[Br:11][C:12]1[C:13](Cl)=[N:14][CH:15]=[CH:16][CH:17]=1. Product: [Br:11][C:12]1[C:13]([O:8][C@H:5]2[CH2:6][CH2:7][C@H:2]([NH2:1])[CH2:3][CH2:4]2)=[N:14][CH:15]=[CH:16][CH:17]=1. The catalyst class is: 3.